From a dataset of Reaction yield outcomes from USPTO patents with 853,638 reactions. Predict the reaction yield, written as a fraction of the theoretical maximum amount of product (1.0 means a 100% yield; for example, 0.34 means a 34% yield). (1) The reactants are [CH3:1][N:2]([CH3:24])[C:3]([C:5]1[CH:6]=[C:7]([S:11]([N:14]2[CH2:18][CH2:17][S:16][C@H:15]2[C:19]([O:21]CC)=[O:20])(=[O:13])=[O:12])[CH:8]=[CH:9][CH:10]=1)=[O:4].[Li+].[OH-].Cl. The catalyst is CO.C1COCC1.O. The product is [CH3:1][N:2]([CH3:24])[C:3]([C:5]1[CH:6]=[C:7]([S:11]([N:14]2[CH2:18][CH2:17][S:16][C@H:15]2[C:19]([OH:21])=[O:20])(=[O:13])=[O:12])[CH:8]=[CH:9][CH:10]=1)=[O:4]. The yield is 0.531. (2) The reactants are [CH2:1]([N:3]([CH2:18][CH3:19])[CH2:4][CH2:5][CH2:6][C:7]1[CH:8]=[C:9]2[C:13](=[CH:14][CH:15]=1)[NH:12][C:11]([CH2:16][OH:17])=[CH:10]2)[CH3:2]. The catalyst is ClCCl.[O-2].[Mn+2]. The product is [CH2:18]([N:3]([CH2:1][CH3:2])[CH2:4][CH2:5][CH2:6][C:7]1[CH:8]=[C:9]2[C:13](=[CH:14][CH:15]=1)[NH:12][C:11]([CH:16]=[O:17])=[CH:10]2)[CH3:19]. The yield is 0.830. (3) The reactants are C1(P(C2C=CC=CC=2)C2C=CC=CC=2)C=CC=CC=1.[N:20]([CH:23]1[CH:27]([CH3:28])[CH2:26][N:25]([C:29]([O:31][CH2:32][C:33]2[CH:38]=[CH:37][CH:36]=[CH:35][CH:34]=2)=[O:30])[CH2:24]1)=[N+]=[N-].Cl.[OH-].[Na+]. The catalyst is O.C(#N)C. The product is [NH2:20][C@H:23]1[C@@H:27]([CH3:28])[CH2:26][N:25]([C:29]([O:31][CH2:32][C:33]2[CH:38]=[CH:37][CH:36]=[CH:35][CH:34]=2)=[O:30])[CH2:24]1. The yield is 0.960. (4) The reactants are BrCCBr.Cl[Si](C)(C)C.I[CH:11]1[CH2:14][N:13]([C:15]([O:17][CH2:18][C:19]2[CH:24]=[CH:23][CH:22]=[CH:21][CH:20]=2)=[O:16])[CH2:12]1.[Cl:25][C:26]1[C:27]([CH3:39])=[C:28](I)[C:29]([O:35][CH2:36][CH3:37])=[C:30]([C:32](=[O:34])[CH3:33])[CH:31]=1. The catalyst is CN(C=O)C.[Zn].C1C=CC(/C=C/C(/C=C/C2C=CC=CC=2)=O)=CC=1.C1C=CC(/C=C/C(/C=C/C2C=CC=CC=2)=O)=CC=1.C1C=CC(/C=C/C(/C=C/C2C=CC=CC=2)=O)=CC=1.[Pd].[Pd].O1C=CC=C1P(C1OC=CC=1)C1OC=CC=1. The product is [C:32]([C:30]1[C:29]([O:35][CH2:36][CH3:37])=[C:28]([CH:11]2[CH2:14][N:13]([C:15]([O:17][CH2:18][C:19]3[CH:24]=[CH:23][CH:22]=[CH:21][CH:20]=3)=[O:16])[CH2:12]2)[C:27]([CH3:39])=[C:26]([Cl:25])[CH:31]=1)(=[O:34])[CH3:33]. The yield is 0.780. (5) The reactants are [C:1]([O:5][C:6]([N:8]1[CH2:13][CH2:12][C:11](=[O:14])[CH2:10][CH2:9]1)=[O:7])([CH3:4])([CH3:3])[CH3:2].[C:15](O[K])(C)(C)[CH3:16].[I-].ClCC[S+](C)C.O. The catalyst is CC(O)(C)C.C(Cl)Cl. The product is [C:1]([O:5][C:6]([N:8]1[CH2:9][CH2:10][C:11](=[O:14])[C:12]2([CH2:16][CH2:15]2)[CH2:13]1)=[O:7])([CH3:4])([CH3:2])[CH3:3]. The yield is 0.190. (6) The product is [Br:18][C:13]1[CH:14]=[N:15][N:16]([CH3:17])[C:12]=1[C:4]1[CH:5]=[C:6]([C:8]([OH:10])=[O:9])[S:7][C:3]=1[CH2:1][CH3:2]. The yield is 1.00. The reactants are [CH2:1]([C:3]1[S:7][C:6]([C:8]([O:10]C)=[O:9])=[CH:5][C:4]=1[C:12]1[N:16]([CH3:17])[N:15]=[CH:14][CH:13]=1)[CH3:2].[Br:18]N1C(=O)CCC1=O.[OH-].[Na+]. The catalyst is O1CCCC1. (7) The reactants are Cl[C:2]1[C:11]2[C:6](=[CH:7][C:8]([O:14][CH2:15][CH2:16][CH2:17][N:18]3[CH2:22][CH2:21][CH2:20][CH2:19]3)=[C:9]([C:12]#[N:13])[CH:10]=2)[N:5]=[CH:4][CH:3]=1.[F:23][C:24]1[C:32]([OH:33])=[CH:31][CH:30]=[C:29]2[C:25]=1[CH:26]=[C:27]([CH3:34])[NH:28]2.C(=O)([O-])[O-].[Cs+].[Cs+]. The catalyst is CN(C=O)C. The product is [C:12]([C:9]1[CH:10]=[C:11]2[C:6](=[CH:7][C:8]=1[O:14][CH2:15][CH2:16][CH2:17][N:18]1[CH2:22][CH2:21][CH2:20][CH2:19]1)[N:5]=[CH:4][CH:3]=[C:2]2[O:33][C:32]1[C:24]([F:23])=[C:25]2[C:29](=[CH:30][CH:31]=1)[NH:28][C:27]([CH3:34])=[CH:26]2)#[N:13]. The yield is 0.790. (8) The reactants are [CH:1]1[CH:2]=[C:3]([CH2:6][NH:7][C:8]2[C:13]([C:14]([OH:16])=[O:15])=[CH:12][C:11]([S:17]([NH2:20])(=[O:19])=[O:18])=[C:10]([Cl:21])[CH:9]=2)[O:4][CH:5]=1.C([O-])([O-])=O.[K+].[K+].Br[CH2:29][C:30]([O:32][CH2:33][CH3:34])=[O:31]. The catalyst is CC(C)=O. The product is [Cl:21][C:10]1[CH:9]=[C:8]([NH:7][CH2:6][C:3]2[O:4][CH:5]=[CH:1][CH:2]=2)[C:13]([C:14]([O:16][CH2:29][C:30]([O:32][CH2:33][CH3:34])=[O:31])=[O:15])=[CH:12][C:11]=1[S:17](=[O:19])(=[O:18])[NH2:20]. The yield is 0.930. (9) The reactants are [C:1]([O:4][CH:5]1[C:9]2=[N:10][CH:11]=[C:12]([NH2:31])[C:13]([N:14]3[CH2:19][C@H:18]([CH3:20])[C:17]([OH:22])([CH3:21])[C@H:16]([NH:23][C:24]([O:26][C:27]([CH3:30])([CH3:29])[CH3:28])=[O:25])[CH2:15]3)=[C:8]2[CH2:7][CH2:6]1)(=[O:3])[CH3:2].[F:32][C:33]1[CH:38]=[CH:37][CH:36]=[C:35]([F:39])[C:34]=1[C:40]1[N:45]=[C:44]([C:46](O)=[O:47])[CH:43]=[CH:42][C:41]=1[F:49].CN(C(ON1N=NC2C=CC=NC1=2)=[N+](C)C)C.F[P-](F)(F)(F)(F)F.CCN(C(C)C)C(C)C. The catalyst is CN(C=O)C.CC#N. The product is [C:1]([O:4][CH:5]1[C:9]2=[N:10][CH:11]=[C:12]([NH:31][C:46]([C:44]3[CH:43]=[CH:42][C:41]([F:49])=[C:40]([C:34]4[C:33]([F:32])=[CH:38][CH:37]=[CH:36][C:35]=4[F:39])[N:45]=3)=[O:47])[C:13]([N:14]3[CH2:19][C@H:18]([CH3:20])[C:17]([OH:22])([CH3:21])[C@H:16]([NH:23][C:24]([O:26][C:27]([CH3:30])([CH3:29])[CH3:28])=[O:25])[CH2:15]3)=[C:8]2[CH2:7][CH2:6]1)(=[O:3])[CH3:2]. The yield is 0.500.